From a dataset of NCI-60 drug combinations with 297,098 pairs across 59 cell lines. Regression. Given two drug SMILES strings and cell line genomic features, predict the synergy score measuring deviation from expected non-interaction effect. (1) Drug 2: C1C(C(OC1N2C=NC(=NC2=O)N)CO)O. Drug 1: CN1C2=C(C=C(C=C2)N(CCCl)CCCl)N=C1CCCC(=O)O.Cl. Cell line: OVCAR-4. Synergy scores: CSS=23.0, Synergy_ZIP=-0.251, Synergy_Bliss=-0.568, Synergy_Loewe=-5.22, Synergy_HSA=-0.491. (2) Drug 1: COC1=CC(=CC(=C1O)OC)C2C3C(COC3=O)C(C4=CC5=C(C=C24)OCO5)OC6C(C(C7C(O6)COC(O7)C8=CC=CS8)O)O. Drug 2: CC(C)NC(=O)C1=CC=C(C=C1)CNNC.Cl. Cell line: COLO 205. Synergy scores: CSS=43.9, Synergy_ZIP=0.00266, Synergy_Bliss=0.526, Synergy_Loewe=-39.0, Synergy_HSA=-2.07. (3) Drug 1: C1CNP(=O)(OC1)N(CCCl)CCCl. Drug 2: CC1C(C(CC(O1)OC2CC(CC3=C2C(=C4C(=C3O)C(=O)C5=C(C4=O)C(=CC=C5)OC)O)(C(=O)CO)O)N)O.Cl. Cell line: SF-268. Synergy scores: CSS=43.6, Synergy_ZIP=0.706, Synergy_Bliss=1.25, Synergy_Loewe=-47.8, Synergy_HSA=0.431. (4) Drug 1: C1=C(C(=O)NC(=O)N1)N(CCCl)CCCl. Drug 2: CN(CC1=CN=C2C(=N1)C(=NC(=N2)N)N)C3=CC=C(C=C3)C(=O)NC(CCC(=O)O)C(=O)O. Cell line: HCT-15. Synergy scores: CSS=56.6, Synergy_ZIP=-1.20, Synergy_Bliss=-2.58, Synergy_Loewe=-4.37, Synergy_HSA=0.852. (5) Drug 1: C1CCC(C1)C(CC#N)N2C=C(C=N2)C3=C4C=CNC4=NC=N3. Drug 2: C1=NC2=C(N1)C(=S)N=CN2. Cell line: T-47D. Synergy scores: CSS=-7.07, Synergy_ZIP=1.36, Synergy_Bliss=-3.44, Synergy_Loewe=-12.5, Synergy_HSA=-8.59. (6) Drug 1: C1=NC(=NC(=O)N1C2C(C(C(O2)CO)O)O)N. Drug 2: C#CCC(CC1=CN=C2C(=N1)C(=NC(=N2)N)N)C3=CC=C(C=C3)C(=O)NC(CCC(=O)O)C(=O)O. Cell line: 786-0. Synergy scores: CSS=70.9, Synergy_ZIP=24.2, Synergy_Bliss=-1.03, Synergy_Loewe=71.2, Synergy_HSA=-1.28.